This data is from Full USPTO retrosynthesis dataset with 1.9M reactions from patents (1976-2016). The task is: Predict the reactants needed to synthesize the given product. (1) Given the product [CH3:18][N:17]1[CH2:11][CH2:10][C@@H:9]([NH:8][C:6](=[O:7])[O:5][C:3]([CH3:19])([CH3:4])[CH3:2])[C:15]1=[O:16], predict the reactants needed to synthesize it. The reactants are: [I-].[CH3:2][C:3]([CH3:19])([O:5][C:6]([NH:8][C@@H:9]([C:15]([NH:17][CH3:18])=[O:16])[CH2:10][CH2:11][S+](C)C)=[O:7])[CH3:4].[Li+].C[Si]([N-][Si](C)(C)C)(C)C.O. (2) Given the product [OH:12][C:7]1[CH:6]=[CH:5][CH:4]=[C:3]([O:2][CH3:1])[C:8]=1[C:9]([Cl:15])=[O:10], predict the reactants needed to synthesize it. The reactants are: [CH3:1][O:2][C:3]1[CH:4]=[CH:5][CH:6]=[C:7]([OH:12])[C:8]=1[C:9](O)=[O:10].S(Cl)([Cl:15])=O.CN(C=O)C. (3) Given the product [Cl:30][C:27]1[CH:26]=[CH:25][C:24]([CH:12]([O:13][C:14]2[CH:19]=[CH:18][CH:17]=[C:16]([C:20]([F:21])([F:22])[F:23])[CH:15]=2)[C:11]([OH:31])=[O:10])=[CH:29][CH:28]=1, predict the reactants needed to synthesize it. The reactants are: C[C@H]([O:10][C:11](=[O:31])[C@@H:12]([C:24]1[CH:29]=[CH:28][C:27]([Cl:30])=[CH:26][CH:25]=1)[O:13][C:14]1[CH:19]=[CH:18][CH:17]=[C:16]([C:20]([F:23])([F:22])[F:21])[CH:15]=1)C(=O)N1CCCC1.O.Cl. (4) Given the product [CH3:1][O:2][CH2:3][O:4][C:5]1[C:6](=[O:16])[CH:7]=[C:8]([CH3:11])[NH:9][CH:10]=1, predict the reactants needed to synthesize it. The reactants are: [CH3:1][O:2][CH2:3][O:4][C:5]1[C:6](B(O)O)=[CH:7][C:8]([CH3:11])=[N:9][CH:10]=1.S(OOS([O-])(=O)=O)([O-])(=O)=[O:16].[Na+].[Na+]. (5) The reactants are: [C:1]1([N:7]2[CH:11]=[N:10][NH:9][C:8]2=[O:12])[CH:6]=[CH:5][CH:4]=[CH:3][CH:2]=1.[Br:13][CH2:14][CH2:15][CH2:16]Br.[H-].[Na+].O. Given the product [Br:13][CH2:14][CH2:15][CH2:16][N:9]1[C:8](=[O:12])[N:7]([C:1]2[CH:2]=[CH:3][CH:4]=[CH:5][CH:6]=2)[CH:11]=[N:10]1, predict the reactants needed to synthesize it. (6) Given the product [Cl:29][C:30]1[CH:35]=[CH:34][C:33]([C:2]2[C:11](=[O:12])[C:10]3[C:5](=[C:6]([N+:23]([O-:25])=[O:24])[C:7]([NH:13][CH2:14][C:15]4[CH:20]=[CH:19][C:18]([O:21][CH3:22])=[CH:17][CH:16]=4)=[CH:8][CH:9]=3)[O:4][C:3]=2[CH:26]([CH3:27])[CH3:28])=[CH:32][CH:31]=1, predict the reactants needed to synthesize it. The reactants are: Br[C:2]1[C:11](=[O:12])[C:10]2[C:5](=[C:6]([N+:23]([O-:25])=[O:24])[C:7]([NH:13][CH2:14][C:15]3[CH:20]=[CH:19][C:18]([O:21][CH3:22])=[CH:17][CH:16]=3)=[CH:8][CH:9]=2)[O:4][C:3]=1[CH:26]([CH3:28])[CH3:27].[Cl:29][C:30]1[CH:35]=[CH:34][C:33](B(O)O)=[CH:32][CH:31]=1.C(=O)([O-])[O-].[Na+].[Na+].O.